This data is from Catalyst prediction with 721,799 reactions and 888 catalyst types from USPTO. The task is: Predict which catalyst facilitates the given reaction. (1) Reactant: [CH3:1][O:2][C:3]1[CH:12]=[CH:11][C:10]([N+:13]([O-])=O)=[CH:9][C:4]=1[C:5]([O:7][CH3:8])=[O:6]. Product: [NH2:13][C:10]1[CH:11]=[CH:12][C:3]([O:2][CH3:1])=[C:4]([CH:9]=1)[C:5]([O:7][CH3:8])=[O:6]. The catalyst class is: 19. (2) Reactant: [Br:1][C:2]1[CH:7]=[CH:6][C:5]([NH2:8])=[C:4]([F:9])[CH:3]=1.[Li+].C[Si]([N-][Si](C)(C)C)(C)C.Cl[C:21]1[CH:26]=[C:25]([Cl:27])[N:24]=[N:23][C:22]=1[C:28]([OH:30])=[O:29]. Product: [Br:1][C:2]1[CH:7]=[CH:6][C:5]([NH:8][C:21]2[CH:26]=[C:25]([Cl:27])[N:24]=[N:23][C:22]=2[C:28]([OH:30])=[O:29])=[C:4]([F:9])[CH:3]=1. The catalyst class is: 1. (3) Reactant: [CH3:1][O:2][C:3](=[O:17])[CH2:4][C@@H:5]([NH:8][CH2:9][C:10]1[CH:15]=[CH:14][C:13]([F:16])=[CH:12][CH:11]=1)[CH2:6][CH3:7].C([O:20][C:21](=O)[CH2:22][C:23]1[N:24]=[S:25]([CH3:37])(=[O:36])[C:26]2[CH:32]=[C:31]([N+:33]([O-:35])=[O:34])[CH:30]=[CH:29][C:27]=2[N:28]=1)C.C(N(CC)CC)C. Product: [CH3:1][O:2][C:3](=[O:17])[CH2:4][C@@H:5]([N:8]([CH2:9][C:10]1[CH:11]=[CH:12][C:13]([F:16])=[CH:14][CH:15]=1)[C:21](=[O:20])[CH2:22][C:23]1[N:24]=[S:25]([CH3:37])(=[O:36])[C:26]2[CH:32]=[C:31]([N+:33]([O-:35])=[O:34])[CH:30]=[CH:29][C:27]=2[N:28]=1)[CH2:6][CH3:7]. The catalyst class is: 11.